Dataset: Catalyst prediction with 721,799 reactions and 888 catalyst types from USPTO. Task: Predict which catalyst facilitates the given reaction. (1) Reactant: [CH3:1][N:2]([CH2:10][CH2:11][CH:12]([OH:17])[C:13]([F:16])([F:15])[F:14])[C:3](=[O:9])[O:4][C:5]([CH3:8])([CH3:7])[CH3:6].[Cl:18][C:19]1[C:26]([F:27])=[CH:25][C:22]([C:23]#[N:24])=[C:21](F)[CH:20]=1. Product: [Cl:18][C:19]1[C:26]([F:27])=[CH:25][C:22]([C:23]#[N:24])=[C:21]([CH:20]=1)[O:17][CH:12]([C:13]([F:14])([F:15])[F:16])[CH2:11][CH2:10][N:2]([CH3:1])[C:3](=[O:9])[O:4][C:5]([CH3:8])([CH3:6])[CH3:7]. The catalyst class is: 9. (2) Reactant: [CH3:1][N:2]([CH3:16])[CH2:3][CH2:4][N:5]([CH3:15])[C:6]1[CH:7]=[N:8][C:9]([N+:12]([O-])=O)=[CH:10][CH:11]=1. Product: [CH3:1][N:2]([CH3:16])[CH2:3][CH2:4][N:5]([CH3:15])[C:6]1[CH:11]=[CH:10][C:9]([NH2:12])=[N:8][CH:7]=1. The catalyst class is: 8. (3) Reactant: [F:1][C:2]1[CH:3]=[C:4]([CH:14]([CH3:18])[C:15]([OH:17])=O)[CH:5]=[CH:6][C:7]=1[CH2:8][NH:9][S:10]([CH3:13])(=[O:12])=[O:11].[CH2:19]([C:24]1[C:29]([CH2:30][NH2:31])=[CH:28][CH:27]=[C:26]([C:32]([F:35])([F:34])[F:33])[N:25]=1)[CH2:20][CH2:21][CH2:22][CH3:23].CN(C)CCCN=C=NCC.ON1C2C=CC=CC=2N=N1.C(N(CC)CC)C. Product: [F:1][C:2]1[CH:3]=[C:4]([CH:14]([CH3:18])[C:15]([NH:31][CH2:30][C:29]2[C:24]([CH2:19][CH2:20][CH2:21][CH2:22][CH3:23])=[N:25][C:26]([C:32]([F:35])([F:33])[F:34])=[CH:27][CH:28]=2)=[O:17])[CH:5]=[CH:6][C:7]=1[CH2:8][NH:9][S:10]([CH3:13])(=[O:11])=[O:12]. The catalyst class is: 115. (4) Reactant: [CH2:1]([NH2:4])[C:2]#[CH:3].CCN(CC)CC.[C:12](O[C:12]([O:14][C:15]([CH3:18])([CH3:17])[CH3:16])=[O:13])([O:14][C:15]([CH3:18])([CH3:17])[CH3:16])=[O:13].Cl. Product: [CH2:1]([NH:4][C:12](=[O:13])[O:14][C:15]([CH3:18])([CH3:17])[CH3:16])[C:2]#[CH:3]. The catalyst class is: 2. (5) Reactant: [CH:1]1([CH2:4][C:5]2([OH:18])[CH2:10][CH2:9][N:8](C(OC(C)(C)C)=O)[CH2:7][CH2:6]2)[CH2:3][CH2:2]1.C(O)(C(F)(F)F)=O. Product: [CH:1]1([CH2:4][C:5]2([OH:18])[CH2:10][CH2:9][NH:8][CH2:7][CH2:6]2)[CH2:3][CH2:2]1. The catalyst class is: 2. (6) Reactant: CC(C)=O.C(Cl)[Cl:6].C(OC([N:15]1[CH2:20][CH2:19][CH:18]([C:21]2[N:22]=[N:23][N:24]([CH2:26][CH2:27][O:28][C:29]3[CH:34]=[CH:33][C:32]([O:35][C:36]4[S:37][C:38]5[CH:44]=[CH:43][CH:42]=[CH:41][C:39]=5[N:40]=4)=[CH:31][CH:30]=3)[N:25]=2)[CH2:17][CH2:16]1)=O)(C)(C)C.Cl. Product: [ClH:6].[NH:15]1[CH2:16][CH2:17][CH:18]([C:21]2[N:22]=[N:23][N:24]([CH2:26][CH2:27][O:28][C:29]3[CH:30]=[CH:31][C:32]([O:35][C:36]4[S:37][C:38]5[CH:44]=[CH:43][CH:42]=[CH:41][C:39]=5[N:40]=4)=[CH:33][CH:34]=3)[N:25]=2)[CH2:19][CH2:20]1. The catalyst class is: 106. (7) Product: [F:1][C:2]1[CH:7]=[CH:6][C:5]([F:8])=[CH:4][C:3]=1[C:9]([CH3:20])([CH3:19])[CH2:10][C:11]([C:14]([F:17])([F:16])[F:15])([OH:18])[CH:12]=[N:21][C:22]1[CH:31]=[CH:30][CH:29]=[C:28]2[C:23]=1[CH:24]=[N:25][C:26]([CH3:32])=[N:27]2. The catalyst class is: 195. Reactant: [F:1][C:2]1[CH:7]=[CH:6][C:5]([F:8])=[CH:4][C:3]=1[C:9]([CH3:20])([CH3:19])[CH2:10][C:11]([OH:18])([C:14]([F:17])([F:16])[F:15])[CH:12]=O.[NH2:21][C:22]1[CH:31]=[CH:30][CH:29]=[C:28]2[C:23]=1[CH:24]=[N:25][C:26]([CH3:32])=[N:27]2. (8) Reactant: [Cl:1][C:2]([Cl:21])([Cl:20])[C:3]([C:5]1[N:6]([CH2:10][C:11]([C:13]2[CH:18]=[N:17][C:16]([CH3:19])=[CH:15][N:14]=2)=[O:12])[CH:7]=[CH:8][CH:9]=1)=[O:4].[Br:22]N1C(=O)CCC1=O.[NH4+].[Cl-]. Product: [Br:22][C:8]1[CH:9]=[C:5]([C:3](=[O:4])[C:2]([Cl:1])([Cl:20])[Cl:21])[N:6]([CH2:10][C:11]([C:13]2[CH:18]=[N:17][C:16]([CH3:19])=[CH:15][N:14]=2)=[O:12])[CH:7]=1. The catalyst class is: 1.